Task: Predict the reactants needed to synthesize the given product.. Dataset: Full USPTO retrosynthesis dataset with 1.9M reactions from patents (1976-2016) (1) Given the product [Cl:1][C:2]1[CH:8]=[CH:7][C:6]([F:9])=[CH:5][C:3]=1[NH:4][CH:12]([C:14]1[CH:15]=[C:16]([C:31]([N:33]([CH3:35])[CH3:34])=[O:32])[CH:17]=[C:18]2[C:23]=1[O:22][C:21]([N:24]1[CH2:29][CH2:28][O:27][CH2:26][CH2:25]1)=[CH:20][C:19]2=[O:30])[CH3:13], predict the reactants needed to synthesize it. The reactants are: [Cl:1][C:2]1[CH:8]=[CH:7][C:6]([F:9])=[CH:5][C:3]=1[NH2:4].Br.Br[CH:12]([C:14]1[CH:15]=[C:16]([C:31]([N:33]([CH3:35])[CH3:34])=[O:32])[CH:17]=[C:18]2[C:23]=1[O:22][C:21]([N:24]1[CH2:29][CH2:28][O:27][CH2:26][CH2:25]1)=[CH:20][C:19]2=[O:30])[CH3:13]. (2) Given the product [CH3:1][C:2]([OH:15])([CH2:3][CH2:4][N:5]1[CH:9]=[CH:8][C:7]([N+:10]([O-:12])=[O:11])=[N:6]1)[CH3:13], predict the reactants needed to synthesize it. The reactants are: [CH3:1][C:2]([CH3:13])=[CH:3][CH2:4][N:5]1[CH:9]=[CH:8][C:7]([N+:10]([O-:12])=[O:11])=[N:6]1.S(=O)(=O)(O)[OH:15].O. (3) Given the product [C:19]([O:6][CH2:1][C:2]#[C:3][CH2:4][N:13]1[CH2:18][CH2:17][CH:16]([CH2:28][C:7]2[CH:12]=[CH:11][CH:10]=[CH:9][CH:8]=2)[CH2:15][CH2:14]1)(=[O:26])[C:20]1[CH:25]=[CH:24][CH:23]=[CH:22][CH:21]=1, predict the reactants needed to synthesize it. The reactants are: [CH2:1]([OH:6])[C:2]#[C:3][CH2:4]O.[CH:7]1[CH:12]=[CH:11][CH:10]=[CH:9][CH:8]=1.[N:13]1[CH:18]=[CH:17][CH:16]=[CH:15][CH:14]=1.[C:19](Cl)(=[O:26])[C:20]1[CH:25]=[CH:24][CH:23]=[CH:22][CH:21]=1.[CH:28](Cl)(Cl)Cl.